The task is: Predict which catalyst facilitates the given reaction.. This data is from Catalyst prediction with 721,799 reactions and 888 catalyst types from USPTO. (1) Reactant: C(OC(=O)[NH:7][CH2:8][C:9]1[CH:14]=[CH:13][C:12]([CH2:15][N:16]([CH2:19][CH2:20][CH2:21][CH2:22][N:23]([CH2:27][CH2:28][CH3:29])[CH2:24][CH2:25][CH3:26])[CH2:17][CH3:18])=[CH:11][CH:10]=1)(C)(C)C.Cl.O1CCOCC1. Product: [NH2:7][CH2:8][C:9]1[CH:14]=[CH:13][C:12]([CH2:15][N:16]([CH2:17][CH3:18])[CH2:19][CH2:20][CH2:21][CH2:22][N:23]([CH2:27][CH2:28][CH3:29])[CH2:24][CH2:25][CH3:26])=[CH:11][CH:10]=1. The catalyst class is: 5. (2) Reactant: [N+:1]([C:4]1[CH:9]=[CH:8][C:7]([OH:10])=[CH:6][CH:5]=1)([O-:3])=[O:2].Br[CH2:12][C:13]#[N:14].C([O-])([O-])=O.[K+].[K+]. Product: [C:13]([CH2:12][O:10][C:7]1[CH:8]=[CH:9][C:4]([N+:1]([O-:3])=[O:2])=[CH:5][CH:6]=1)#[N:14]. The catalyst class is: 95. (3) Reactant: C(OC([NH:8][C@@H:9]([C:12]1[CH:13]=[C:14]([C:18]2[CH:23]=[C:22]([NH:24][CH2:25][CH2:26][O:27][CH3:28])[CH:21]=[C:20]([CH2:29][O:30][C:31]3[CH:36]=[CH:35][CH:34]=[CH:33][C:32]=3[CH2:37][C:38]([O:40][CH3:41])=[O:39])[CH:19]=2)[CH:15]=[CH:16][CH:17]=1)[CH2:10][OH:11])=O)(C)(C)C. Product: [NH2:8][C@@H:9]([C:12]1[CH:13]=[C:14]([C:18]2[CH:23]=[C:22]([NH:24][CH2:25][CH2:26][O:27][CH3:28])[CH:21]=[C:20]([CH2:29][O:30][C:31]3[CH:36]=[CH:35][CH:34]=[CH:33][C:32]=3[CH2:37][C:38]([O:40][CH3:41])=[O:39])[CH:19]=2)[CH:15]=[CH:16][CH:17]=1)[CH2:10][OH:11]. The catalyst class is: 157.